Dataset: Orexin1 receptor HTS with 218,158 compounds and 233 confirmed actives. Task: Binary Classification. Given a drug SMILES string, predict its activity (active/inactive) in a high-throughput screening assay against a specified biological target. (1) The result is 0 (inactive). The molecule is s1c(nc(c2sccc2)c1)NC(=O)C. (2) The molecule is o1c2c(c(O)c(C(=O)CCCC)c1=O)cccc2. The result is 0 (inactive). (3) The compound is Fc1c(Cn2nnc3c2nc(nc3NCC#C)CC)cccc1. The result is 0 (inactive). (4) The compound is s1c(NC(=O)C2CC2)nnc1SCC(=O)Nc1cc2OCCOc2cc1. The result is 0 (inactive). (5) The compound is s1c2CCCCc2c(c1NC(=O)CSc1[nH]c(CCC)cc(=O)n1)C#N. The result is 0 (inactive).